From a dataset of Choline transporter screen with 302,306 compounds. Binary Classification. Given a drug SMILES string, predict its activity (active/inactive) in a high-throughput screening assay against a specified biological target. (1) The result is 0 (inactive). The compound is n1[nH]nnc1c1c2c(ccc1)cccc2. (2) The drug is Clc1cc(N(S(=O)(=O)c2ccc(cc2)C)CC(=O)NCc2ccc(OC)cc2)ccc1OC. The result is 0 (inactive). (3) The compound is Clc1ccc(OCC(=O)NCc2oc(SCC(=O)Nc3ccc(OC)cc3)nn2)cc1. The result is 0 (inactive). (4) The compound is S(CC(=O)N1CCN(CC1)c1ccccc1)c1n2c(c(c(=O)nc2[nH]n1)C)C. The result is 0 (inactive). (5) The drug is O1CCN(CC1)c1ccc(cc1)/C=N\Nc1cc(c(cc1)C)C. The result is 0 (inactive). (6) The drug is Clc1c(SCC(=O)Nc2c(scc2)C(OC)=O)cccc1Cl. The result is 0 (inactive).